Task: Predict the product of the given reaction.. Dataset: Forward reaction prediction with 1.9M reactions from USPTO patents (1976-2016) The product is: [ClH:52].[ClH:68].[CH2:1]1[O:9][C:8]2[CH:7]=[CH:6][C:5]([N:10]([CH:11]3[CH2:16][CH2:15][N:14]([CH2:17][C:18]4[CH:23]=[CH:22][N:21]=[C:20]([C:24]5[CH:25]=[C:26]([O:34][CH3:35])[C:27]([O:32][CH3:33])=[C:28]([O:30][CH3:31])[CH:29]=5)[CH:19]=4)[CH2:13][CH2:12]3)[CH2:51][C:50]3[CH:53]=[CH:54][CH:55]=[C:48]([C:40]4[CH:41]=[C:42]([O:46][CH3:47])[C:43]([O:44][CH3:45])=[C:38]([O:37][CH3:36])[CH:39]=4)[CH:49]=3)=[CH:4][C:3]=2[O:2]1. Given the reactants [CH2:1]1[O:9][C:8]2[CH:7]=[CH:6][C:5]([NH:10][CH:11]3[CH2:16][CH2:15][N:14]([CH2:17][C:18]4[CH:23]=[CH:22][N:21]=[C:20]([C:24]5[CH:29]=[C:28]([O:30][CH3:31])[C:27]([O:32][CH3:33])=[C:26]([O:34][CH3:35])[CH:25]=5)[CH:19]=4)[CH2:13][CH2:12]3)=[CH:4][C:3]=2[O:2]1.[CH3:36][O:37][C:38]1[CH:39]=[C:40]([C:48]2[CH:49]=[C:50]([CH:53]=[CH:54][CH:55]=2)[CH2:51][Cl:52])[CH:41]=[C:42]([O:46][CH3:47])[C:43]=1[O:44][CH3:45].C1(N)C(F)=C(F)C(F)=C(N)C=1F.[ClH:68].Cl, predict the reaction product.